This data is from Reaction yield outcomes from USPTO patents with 853,638 reactions. The task is: Predict the reaction yield, written as a fraction of the theoretical maximum amount of product (1.0 means a 100% yield; for example, 0.34 means a 34% yield). (1) The reactants are [Cl:1][C:2]1[CH:9]=[C:6]([CH:7]=[O:8])[C:5]([OH:10])=[CH:4][CH:3]=1.[CH2:11](Br)[C:12]1[CH:17]=[CH:16][CH:15]=[CH:14][CH:13]=1.C([O-])([O-])=O.[K+].[K+].CCOCC. The catalyst is CN(C=O)C.O. The product is [CH2:11]([O:10][C:5]1[CH:4]=[CH:3][C:2]([Cl:1])=[CH:9][C:6]=1[CH:7]=[O:8])[C:12]1[CH:17]=[CH:16][CH:15]=[CH:14][CH:13]=1. The yield is 1.00. (2) The reactants are [F:1][C:2]1[CH:24]=[C:23]([F:25])[CH:22]=[CH:21][C:3]=1[O:4][C:5]1[CH:6]=[C:7]2[C:11](=[CH:12][C:13]=1[C:14](O)=[O:15])[N:10]([CH2:17][CH:18]([CH3:20])[CH3:19])[N:9]=[CH:8]2.Cl.Cl.[CH3:28][O:29][C:30](=[O:41])[C@@H:31]([NH2:40])[CH2:32][CH2:33][N:34]([CH2:36][CH2:37][O:38][CH3:39])[CH3:35].CCN=C=NCCCN(C)C.C1C=CC2N(O)N=NC=2C=1.C(N(CC)CC)C. The catalyst is ClC(Cl)C. The product is [CH3:28][O:29][C:30](=[O:41])[C@@H:31]([NH:40][C:14]([C:13]1[CH:12]=[C:11]2[C:7]([CH:8]=[N:9][N:10]2[CH2:17][CH:18]([CH3:20])[CH3:19])=[CH:6][C:5]=1[O:4][C:3]1[CH:21]=[CH:22][C:23]([F:25])=[CH:24][C:2]=1[F:1])=[O:15])[CH2:32][CH2:33][N:34]([CH2:36][CH2:37][O:38][CH3:39])[CH3:35]. The yield is 0.690. (3) The reactants are C([O:3][C:4](=[O:30])[C:5]([CH3:29])([CH3:28])[CH2:6][CH2:7][CH2:8][CH2:9][CH2:10][CH:11](C1C=CC=CC=1Cl)[N:12]1[CH2:17][CH2:16][C:15]2[O:18][CH:19]=[CH:20][C:14]=2[CH2:13]1)C.C(O)C.[OH-].[Na+]. The catalyst is O. The product is [O:18]1[C:15]2[CH2:16][CH2:17][N:12]([CH2:11][CH2:10][CH2:9][CH2:8][CH2:7][CH2:6][C:5]([CH3:29])([CH3:28])[C:4]([OH:30])=[O:3])[CH2:13][C:14]=2[CH:20]=[CH:19]1. The yield is 0.469. (4) The reactants are [CH:1]1([NH:7][CH2:8][CH:9]([C:11]2[CH:16]=[C:15]([F:17])[CH:14]=[CH:13][C:12]=2[F:18])[NH2:10])[CH2:6][CH2:5][CH2:4][CH2:3][CH2:2]1.[C:19]([O:23][C:24](=[O:37])[NH:25][CH2:26][CH2:27][CH:28]([N:30]1[CH2:35][CH2:34][C:33](=O)[CH2:32][CH2:31]1)[CH3:29])([CH3:22])([CH3:21])[CH3:20]. No catalyst specified. The product is [C:19]([O:23][C:24](=[O:37])[NH:25][CH2:26][CH2:27][CH:28]([N:30]1[CH2:35][CH2:34][CH:33]([NH:10][CH:9]([C:11]2[CH:16]=[C:15]([F:17])[CH:14]=[CH:13][C:12]=2[F:18])[CH2:8][NH:7][CH:1]2[CH2:2][CH2:3][CH2:4][CH2:5][CH2:6]2)[CH2:32][CH2:31]1)[CH3:29])([CH3:20])([CH3:21])[CH3:22]. The yield is 0.890.